The task is: Predict the product of the given reaction.. This data is from Forward reaction prediction with 1.9M reactions from USPTO patents (1976-2016). (1) Given the reactants O.[NH:2]=[C:3]1[C:12]2[C:7](=[CH:8][C:9]([O:15][CH2:16][CH2:17][CH2:18][N:19]3[CH2:24][CH2:23][O:22][CH2:21][CH2:20]3)=[C:10]([O:13][CH3:14])[CH:11]=2)[N:6]=[CH:5][N:4]1[C:25]1[NH:26][C:27]([C:30]([O-:32])=[O:31])=[CH:28][N:29]=1.[Na], predict the reaction product. The product is: [CH3:14][O:13][C:10]1[CH:11]=[C:12]2[C:7](=[CH:8][C:9]=1[O:15][CH2:16][CH2:17][CH2:18][N:19]1[CH2:24][CH2:23][O:22][CH2:21][CH2:20]1)[N:6]=[CH:5][N:2]=[C:3]2[NH:4][C:25]1[NH:26][C:27]([C:30]([OH:32])=[O:31])=[CH:28][N:29]=1. (2) Given the reactants [H-].[Na+].[CH2:3]1[CH2:16][O:15][C:14]2[CH:13]=[C:12]3[C:7]([C:8]([C:18]4[CH:23]=[CH:22][CH:21]=[CH:20][CH:19]=4)=[N:9][C:10](=[O:17])[NH:11]3)=[CH:6][C:5]=2[O:4]1.I[CH:25]([CH3:27])[CH3:26], predict the reaction product. The product is: [CH2:3]1[CH2:16][O:15][C:14]2[CH:13]=[C:12]3[C:7]([C:8]([C:18]4[CH:23]=[CH:22][CH:21]=[CH:20][CH:19]=4)=[N:9][C:10]([O:17][CH:25]([CH3:27])[CH3:26])=[N:11]3)=[CH:6][C:5]=2[O:4]1. (3) Given the reactants C[Si](C)(C)[N-][Si](C)(C)C.[Li+].[S:11]1[CH:15]=[CH:14][CH:13]=[C:12]1[CH2:16][C:17]([O:19][CH2:20][CH3:21])=[O:18].[CH3:22][O:23][C:24]1[CH:31]=[CH:30][C:27]([CH2:28]Cl)=[CH:26][CH:25]=1, predict the reaction product. The product is: [CH3:22][O:23][C:24]1[CH:31]=[CH:30][C:27]([CH2:28][CH:16]([C:12]2[S:11][CH:15]=[CH:14][CH:13]=2)[C:17]([O:19][CH2:20][CH3:21])=[O:18])=[CH:26][CH:25]=1. (4) Given the reactants Cl[CH2:2]C1C=C(C=CC=1OC)C=O.CC1C=CC=C(C)C=1O.C([O-])([O-])=O.[K+].[K+].[NH2:28][C:29]1[CH:43]=[CH:42][CH:41]=[CH:40][C:30]=1[C:31]([NH:33][CH2:34][C:35]1[O:36][CH:37]=[CH:38][CH:39]=1)=[O:32].FC(F)(F)S([O-])(=O)=O.[Yb+3].FC(F)(F)S([O-])(=O)=O.FC(F)(F)S([O-])(=O)=O, predict the reaction product. The product is: [O:36]1[CH:37]=[CH:38][CH:39]=[C:35]1[CH2:34][N:33]1[C:31](=[O:32])[C:30]2[C:29](=[CH:43][CH:42]=[CH:41][CH:40]=2)[NH:28][CH2:2]1. (5) Given the reactants [F:1][C:2]1[CH:3]=[C:4]2[C:8](=[CH:9][CH:10]=1)[NH:7][C:6](=[O:11])[C:5]2=O.[NH2:13][C:14]1[CH:22]=[C:21]2[C:17]([CH:18]=[N:19][NH:20]2)=[CH:16][CH:15]=1, predict the reaction product. The product is: [NH:20]1[C:21]2[C:17](=[CH:16][CH:15]=[C:14]([N:13]=[C:5]3[C:4]4[C:8](=[CH:9][CH:10]=[C:2]([F:1])[CH:3]=4)[NH:7][C:6]3=[O:11])[CH:22]=2)[CH:18]=[N:19]1.